Dataset: hERG potassium channel inhibition data for cardiac toxicity prediction from Karim et al.. Task: Regression/Classification. Given a drug SMILES string, predict its toxicity properties. Task type varies by dataset: regression for continuous values (e.g., LD50, hERG inhibition percentage) or binary classification for toxic/non-toxic outcomes (e.g., AMES mutagenicity, cardiotoxicity, hepatotoxicity). Dataset: herg_karim. (1) The compound is COc1c(C)cc(C2(c3cccc(-c4cncnc4)c3)N=C(C)C(N)=N2)cc1C. The result is 0 (non-blocker). (2) The molecule is Cc1cccc(CN(C2CCOCC2)C2CCNC2)c1C. The result is 0 (non-blocker). (3) The molecule is O=C(O)[C@H](Cc1ccccc1Cl)N1CCC(CN2CCC(Oc3ccc(Cl)c(Cl)c3)CC2)CC1. The result is 0 (non-blocker). (4) The compound is CCN(CC)C(=O)C1OC2(CCN(c3cc(N)ccn3)CC2)c2ccccc21. The result is 0 (non-blocker). (5) The drug is N#Cc1ccc2ccc(=O)n(CCN3CC[C@@H](NCc4cc5c(cn4)OCCO5)[C@@H](O)C3)c2c1. The result is 0 (non-blocker). (6) The drug is N#Cc1ccc(OCCCN2CC3CN(CCNS(=O)(=O)Cc4cccc(Cl)c4)CC(C2)O3)cc1. The result is 0 (non-blocker). (7) The drug is Fc1ccc(C2(c3ccc(F)cc3)CNC(c3cnccn3)=N2)cc1. The result is 1 (blocker).